Dataset: Catalyst prediction with 721,799 reactions and 888 catalyst types from USPTO. Task: Predict which catalyst facilitates the given reaction. Reactant: [Cl:1][C:2]1[CH:3]=[CH:4][C:5]2[N:9]=[C:8]([NH:10][CH2:11][C:12]3[CH:17]=[CH:16][C:15]([Cl:18])=[CH:14][CH:13]=3)[N:7]([C:19]3[CH:24]=[CH:23][C:22]([O:25][CH2:26][CH3:27])=[CH:21][CH:20]=3)[C:6]=2[CH:28]=1.C(OCC)(=O)C.Cl. Product: [ClH:1].[Cl:18][C:15]1[CH:14]=[CH:13][C:12]([CH2:11][NH:10][C:8]2[N:7]([C:19]3[CH:20]=[CH:21][C:22]([O:25][CH2:26][CH3:27])=[CH:23][CH:24]=3)[C:6]3[CH:28]=[C:2]([Cl:1])[CH:3]=[CH:4][C:5]=3[N:9]=2)=[CH:17][CH:16]=1. The catalyst class is: 13.